Dataset: NCI-60 drug combinations with 297,098 pairs across 59 cell lines. Task: Regression. Given two drug SMILES strings and cell line genomic features, predict the synergy score measuring deviation from expected non-interaction effect. (1) Drug 1: CC1OCC2C(O1)C(C(C(O2)OC3C4COC(=O)C4C(C5=CC6=C(C=C35)OCO6)C7=CC(=C(C(=C7)OC)O)OC)O)O. Drug 2: CC1=C(C(CCC1)(C)C)C=CC(=CC=CC(=CC(=O)O)C)C. Cell line: SW-620. Synergy scores: CSS=30.8, Synergy_ZIP=0.652, Synergy_Bliss=-2.84, Synergy_Loewe=-18.7, Synergy_HSA=-5.64. (2) Drug 1: COC1=NC(=NC2=C1N=CN2C3C(C(C(O3)CO)O)O)N. Drug 2: C1CC(=O)NC(=O)C1N2C(=O)C3=CC=CC=C3C2=O. Cell line: SK-MEL-5. Synergy scores: CSS=3.71, Synergy_ZIP=-0.785, Synergy_Bliss=0.893, Synergy_Loewe=2.00, Synergy_HSA=0.338. (3) Drug 1: CS(=O)(=O)C1=CC(=C(C=C1)C(=O)NC2=CC(=C(C=C2)Cl)C3=CC=CC=N3)Cl. Drug 2: C1CN(P(=O)(OC1)NCCCl)CCCl. Cell line: HCC-2998. Synergy scores: CSS=7.71, Synergy_ZIP=2.14, Synergy_Bliss=4.75, Synergy_Loewe=-5.96, Synergy_HSA=1.95. (4) Drug 1: CC(C1=C(C=CC(=C1Cl)F)Cl)OC2=C(N=CC(=C2)C3=CN(N=C3)C4CCNCC4)N. Drug 2: CC1=C(C(=O)C2=C(C1=O)N3CC4C(C3(C2COC(=O)N)OC)N4)N. Cell line: NCI-H522. Synergy scores: CSS=31.4, Synergy_ZIP=-3.17, Synergy_Bliss=3.82, Synergy_Loewe=-7.84, Synergy_HSA=4.39.